Dataset: Full USPTO retrosynthesis dataset with 1.9M reactions from patents (1976-2016). Task: Predict the reactants needed to synthesize the given product. (1) The reactants are: Cl.C(O)(C)C.[S:6]1[C:10]2[CH:11]=[CH:12][CH:13]=[CH:14][C:9]=2[N:8]=[C:7]1[NH:15][C@H:16]1[CH2:19][C@H:18]([O:20]CC2C=CC=CC=2)[CH2:17]1.C([O-])(O)=O.[Na+]. Given the product [S:6]1[C:10]2[CH:11]=[CH:12][CH:13]=[CH:14][C:9]=2[N:8]=[C:7]1[NH:15][C@H:16]1[CH2:17][C@H:18]([OH:20])[CH2:19]1, predict the reactants needed to synthesize it. (2) Given the product [OH:26][C:23]([CH3:25])([CH3:24])[CH2:22][C@@:13]1([C:16]2[CH:21]=[CH:20][CH:19]=[CH:18][CH:17]=2)[O:12][C:11](=[O:27])[N:10]([C@H:8]([C:5]2[CH:6]=[CH:7][C:2]([C:29]3[N:30]=[N:31][C:32]([CH3:35])=[CH:33][CH:34]=3)=[CH:3][CH:4]=2)[CH3:9])[CH2:15][CH2:14]1, predict the reactants needed to synthesize it. The reactants are: Br[C:2]1[CH:7]=[CH:6][C:5]([C@@H:8]([N:10]2[CH2:15][CH2:14][C@:13]([CH2:22][C:23]([OH:26])([CH3:25])[CH3:24])([C:16]3[CH:21]=[CH:20][CH:19]=[CH:18][CH:17]=3)[O:12][C:11]2=[O:27])[CH3:9])=[CH:4][CH:3]=1.Cl[C:29]1[N:30]=[N:31][C:32]([CH3:35])=[CH:33][CH:34]=1. (3) The reactants are: Br[C:2]1[C:3]2[N:4]([CH:18]=[CH:19][N:20]=2)[N:5]=[C:6]([C:8]2[CH:9]=[C:10]([CH:15]=[CH:16][CH:17]=2)[C:11]([O:13][CH3:14])=[O:12])[CH:7]=1.[CH3:21][C@@H:22]1[CH2:26][CH2:25][CH2:24][N:23]1[C:27]1[N:32]=[C:31]([NH2:33])[CH:30]=[CH:29][CH:28]=1.C1C=CC(P(C2C(C3C(P(C4C=CC=CC=4)C4C=CC=CC=4)=CC=C4C=3C=CC=C4)=C3C(C=CC=C3)=CC=2)C2C=CC=CC=2)=CC=1.C([O-])([O-])=O.[Cs+].[Cs+]. Given the product [CH3:21][C@@H:22]1[CH2:26][CH2:25][CH2:24][N:23]1[C:27]1[N:32]=[C:31]([NH:33][C:2]2[C:3]3[N:4]([CH:18]=[CH:19][N:20]=3)[N:5]=[C:6]([C:8]3[CH:9]=[C:10]([CH:15]=[CH:16][CH:17]=3)[C:11]([O:13][CH3:14])=[O:12])[CH:7]=2)[CH:30]=[CH:29][CH:28]=1, predict the reactants needed to synthesize it. (4) Given the product [NH2:1][CH2:4][CH:5]([NH:16][C:17](=[O:23])[O:18][C:19]([CH3:22])([CH3:21])[CH3:20])[CH2:6][CH2:7][CH2:8][CH2:9][CH2:10][CH2:11][CH2:12][CH2:13][CH2:14][CH3:15], predict the reactants needed to synthesize it. The reactants are: [N:1]([CH2:4][CH:5]([NH:16][C:17](=[O:23])[O:18][C:19]([CH3:22])([CH3:21])[CH3:20])[CH2:6][CH2:7][CH2:8][CH2:9][CH2:10][CH2:11][CH2:12][CH2:13][CH2:14][CH3:15])=[N+]=[N-]. (5) Given the product [F:20][C:21]1[CH:22]=[C:23]([C:24]2[O:15][C:13]([CH2:12][N:8]3[C:9]4[C:5](=[C:4]([C:16]([F:19])([F:18])[F:17])[C:3]([C:1]#[N:2])=[CH:11][CH:10]=4)[CH:6]=[CH:7]3)=[N:27][N:26]=2)[CH:28]=[C:29]([F:31])[CH:30]=1, predict the reactants needed to synthesize it. The reactants are: [C:1]([C:3]1[C:4]([C:16]([F:19])([F:18])[F:17])=[C:5]2[C:9](=[CH:10][CH:11]=1)[N:8]([CH2:12][C:13]([OH:15])=O)[CH:7]=[CH:6]2)#[N:2].[F:20][C:21]1[CH:22]=[C:23]([CH:28]=[C:29]([F:31])[CH:30]=1)[C:24]([NH:26][NH2:27])=O. (6) Given the product [NH2:1][C:2]1[C:7]2=[C:8]([C:19]3[CH:24]=[CH:23][C:22]([NH:25][C:34]4[NH:33][C:37]5[C:41]([F:46])=[CH:42][C:43]([F:45])=[CH:44][C:36]=5[N:35]=4)=[CH:21][CH:20]=3)[C:9]([C:11]([O:61][CH2:54][CH3:56])=[O:12])=[CH:10][N:6]2[N:5]=[CH:4][N:3]=1, predict the reactants needed to synthesize it. The reactants are: [NH2:1][C:2]1[C:7]2=[C:8]([C:19]3[CH:24]=[CH:23][C:22]([NH2:25])=[CH:21][CH:20]=3)[C:9]([C:11](NCC(F)(F)F)=[O:12])=[CH:10][N:6]2[N:5]=[CH:4][N:3]=1.C([N:33]1[CH:37]=[CH:36][N:35]=[CH:34]1)([N:33]1[CH:37]=[CH:36][N:35]=[CH:34]1)=S.NC1[CH:44]=[C:43]([F:45])[CH:42]=[C:41]([F:46])C=1N.C(N=C=N[CH:54]([CH3:56])C)(C)C.CN(C=[O:61])C.